This data is from Merck oncology drug combination screen with 23,052 pairs across 39 cell lines. The task is: Regression. Given two drug SMILES strings and cell line genomic features, predict the synergy score measuring deviation from expected non-interaction effect. (1) Drug 1: CN(Cc1cnc2nc(N)nc(N)c2n1)c1ccc(C(=O)NC(CCC(=O)O)C(=O)O)cc1. Drug 2: CC(C)CC(NC(=O)C(Cc1ccccc1)NC(=O)c1cnccn1)B(O)O. Cell line: HT29. Synergy scores: synergy=-16.3. (2) Drug 1: Cn1nnc2c(C(N)=O)ncn2c1=O. Drug 2: CCc1cnn2c(NCc3ccc[n+]([O-])c3)cc(N3CCCCC3CCO)nc12. Cell line: RPMI7951. Synergy scores: synergy=12.7. (3) Drug 1: O=P1(N(CCCl)CCCl)NCCCO1. Drug 2: CS(=O)(=O)CCNCc1ccc(-c2ccc3ncnc(Nc4ccc(OCc5cccc(F)c5)c(Cl)c4)c3c2)o1. Cell line: RKO. Synergy scores: synergy=-8.70. (4) Drug 1: CC1CC2C3CCC4=CC(=O)C=CC4(C)C3(F)C(O)CC2(C)C1(O)C(=O)CO. Drug 2: C=CCn1c(=O)c2cnc(Nc3ccc(N4CCN(C)CC4)cc3)nc2n1-c1cccc(C(C)(C)O)n1. Cell line: OCUBM. Synergy scores: synergy=18.0. (5) Drug 1: C#Cc1cccc(Nc2ncnc3cc(OCCOC)c(OCCOC)cc23)c1. Drug 2: Cn1c(=O)n(-c2ccc(C(C)(C)C#N)cc2)c2c3cc(-c4cnc5ccccc5c4)ccc3ncc21. Cell line: RPMI7951. Synergy scores: synergy=33.1.